Dataset: Catalyst prediction with 721,799 reactions and 888 catalyst types from USPTO. Task: Predict which catalyst facilitates the given reaction. (1) Reactant: Br[C:2]1[CH:3]=[C:4]([C:8]2[CH:13]=[CH:12][CH:11]=[CH:10][CH:9]=2)[CH:5]=[CH:6][CH:7]=1.[O:14]1CCC[CH2:15]1.C([Li])CCC.CN(C)C=O. Product: [C:8]1([C:4]2[CH:3]=[C:2]([CH:7]=[CH:6][CH:5]=2)[CH:15]=[O:14])[CH:9]=[CH:10][CH:11]=[CH:12][CH:13]=1. The catalyst class is: 6. (2) Reactant: [CH3:1][CH:2]([CH3:6])[C:3](Cl)=[O:4].[NH2:7][C:8]([CH3:28])([CH3:27])[CH2:9][C:10]1[N:11]([CH2:24][CH2:25][CH3:26])[N:12]=[C:13]2[C:22]=1[C:21]1[CH:20]=[CH:19][CH:18]=[CH:17][C:16]=1[N:15]=[C:14]2[NH2:23].C(N(CC)CC)C.Cl.C(=O)([O-])[O-].[Na+].[Na+]. Product: [NH2:23][C:14]1[C:13]2=[N:12][N:11]([CH2:24][CH2:25][CH3:26])[C:10]([CH2:9][C:8]([NH:7][C:3](=[O:4])[CH:2]([CH3:6])[CH3:1])([CH3:28])[CH3:27])=[C:22]2[C:21]2[CH:20]=[CH:19][CH:18]=[CH:17][C:16]=2[N:15]=1. The catalyst class is: 98. (3) Reactant: [F:1][C:2]([F:19])([F:18])[C:3]1[CH:8]=[CH:7][C:6]([C:9]2[C:10]([C:15](Cl)=[O:16])=[CH:11][CH:12]=[CH:13][CH:14]=2)=[CH:5][CH:4]=1.[NH2:20][C:21]1[CH:26]=[CH:25][C:24]([I:27])=[CH:23][CH:22]=1.C(N(CC)CC)C. Product: [I:27][C:24]1[CH:25]=[CH:26][C:21]([NH:20][C:15]([C:10]2[C:9]([C:6]3[CH:7]=[CH:8][C:3]([C:2]([F:19])([F:18])[F:1])=[CH:4][CH:5]=3)=[CH:14][CH:13]=[CH:12][CH:11]=2)=[O:16])=[CH:22][CH:23]=1. The catalyst class is: 2. (4) Reactant: [Cl:1][C:2]1[CH:7]=[CH:6][C:5]([NH:8][C:9]([CH:11]2[N:15]([C:16]3[C:21]([Cl:22])=[CH:20][CH:19]=[CH:18][N:17]=3)[N:14]=[C:13]([OH:23])[CH2:12]2)=[O:10])=[C:4]([C:24](=[O:31])[NH:25][CH:26]([CH:28]2[CH2:30][CH2:29]2)[CH3:27])[CH:3]=1.C(N(CC)CC)C.[N+:39]([C:42]1[CH:47]=[CH:46][CH:45]=[CH:44][C:43]=1[S:48](Cl)(=[O:50])=[O:49])([O-:41])=[O:40].O. Product: [N+:39]([C:42]1[CH:47]=[CH:46][CH:45]=[CH:44][C:43]=1[S:48]([O:23][C:13]1[CH2:12][CH:11]([C:9](=[O:10])[NH:8][C:5]2[CH:6]=[CH:7][C:2]([Cl:1])=[CH:3][C:4]=2[C:24](=[O:31])[NH:25][CH:26]([CH:28]2[CH2:29][CH2:30]2)[CH3:27])[N:15]([C:16]2[C:21]([Cl:22])=[CH:20][CH:19]=[CH:18][N:17]=2)[N:14]=1)(=[O:50])=[O:49])([O-:41])=[O:40]. The catalyst class is: 789. (5) Reactant: S(C1C=CC(C)=CC=1)(O[CH2:5][CH2:6]/[CH:7]=[CH:8]/[Sn:9]([CH2:18][CH2:19][CH2:20][CH3:21])([CH2:14][CH2:15][CH2:16][CH3:17])[CH2:10][CH2:11][CH2:12][CH3:13])(=O)=O.[NH:29]1[CH2:33][CH2:32][CH2:31][CH2:30]1. Product: [CH2:18]([Sn:9]([CH2:10][CH2:11][CH2:12][CH3:13])([CH2:14][CH2:15][CH2:16][CH3:17])/[CH:8]=[CH:7]/[CH2:6][CH2:5][N:29]1[CH2:33][CH2:32][CH2:31][CH2:30]1)[CH2:19][CH2:20][CH3:21]. The catalyst class is: 1. (6) Reactant: Cl.Cl.[Br:3][C:4]1[C:5]([O:22][C:23]2[CH:24]=[C:25]([CH:34]=[CH:35][C:36]=2[Cl:37])[C:26]([NH:28][CH2:29][CH2:30][N:31]([CH3:33])[CH3:32])=[O:27])=[CH:6][C:7]([NH:10][C:11]2[S:15][N:14]=[C:13]([CH:16]3[CH2:21][CH2:20][NH:19][CH2:18][CH2:17]3)[N:12]=2)=[N:8][CH:9]=1.CCN(C(C)C)C(C)C.[C:47](Cl)(=[O:49])[CH3:48]. Product: [C:47]([N:19]1[CH2:20][CH2:21][CH:16]([C:13]2[N:12]=[C:11]([NH:10][C:7]3[CH:6]=[C:5]([O:22][C:23]4[CH:24]=[C:25]([CH:34]=[CH:35][C:36]=4[Cl:37])[C:26]([NH:28][CH2:29][CH2:30][N:31]([CH3:33])[CH3:32])=[O:27])[C:4]([Br:3])=[CH:9][N:8]=3)[S:15][N:14]=2)[CH2:17][CH2:18]1)(=[O:49])[CH3:48]. The catalyst class is: 3. (7) Reactant: ClCCl.Br[C:5]1[CH:6]=[CH:7][CH:8]=[C:9]2[C:13]=1[C:12](=[O:14])[N:11]([CH2:15][CH2:16][C:17]1[CH:26]=[CH:25][C:24]3[C:19](=[CH:20][CH:21]=[CH:22][CH:23]=3)[N:18]=1)[CH2:10]2.[CH3:27][O:28][C:29]1[CH:34]=[C:33](B(O)O)[CH:32]=[CH:31][N:30]=1.C([O-])([O-])=O.[Cs+].[Cs+]. Product: [CH3:27][O:28][C:29]1[CH:34]=[C:33]([C:5]2[CH:6]=[CH:7][CH:8]=[C:9]3[C:13]=2[C:12](=[O:14])[N:11]([CH2:15][CH2:16][C:17]2[CH:26]=[CH:25][C:24]4[C:19](=[CH:20][CH:21]=[CH:22][CH:23]=4)[N:18]=2)[CH2:10]3)[CH:32]=[CH:31][N:30]=1. The catalyst class is: 12.